From a dataset of Reaction yield outcomes from USPTO patents with 853,638 reactions. Predict the reaction yield, written as a fraction of the theoretical maximum amount of product (1.0 means a 100% yield; for example, 0.34 means a 34% yield). (1) The reactants are Br[C:2](=[CH:5]OC(C)C)[CH:3]=[O:4].[S:10]1[CH2:14][C:13](=[NH:15])[NH:12][CH2:11]1.C(N(CC)CC)C. The catalyst is C(#N)C. The product is [N:15]1[C:2]([CH:3]=[O:4])=[CH:5][N:12]2[C:13]=1[CH2:14][S:10][CH2:11]2. The yield is 0.150. (2) The catalyst is C1COCC1. The yield is 0.980. The reactants are CSC.B.[Br:5][C:6]1[CH:7]=[CH:8][C:9]2[NH:14][C:13](=O)[CH:12]([CH3:16])[O:11][C:10]=2[CH:17]=1. The product is [Br:5][C:6]1[CH:7]=[CH:8][C:9]2[NH:14][CH2:13][CH:12]([CH3:16])[O:11][C:10]=2[CH:17]=1. (3) The reactants are [CH3:1][C:2]1[N:3]=[CH:4][S:5][C:6]=1[CH3:7].CCCCCC.C([Li])CCC.[CH3:19][C:20]1[CH:21]=[C:22]([O:25][C:26]=1[CH3:27])[CH:23]=[O:24]. The catalyst is O1CCCC1.O. The product is [CH3:19][C:20]1[CH:21]=[C:22]([CH:23]([C:4]2[S:5][C:6]([CH3:7])=[C:2]([CH3:1])[N:3]=2)[OH:24])[O:25][C:26]=1[CH3:27]. The yield is 0.500. (4) The reactants are [F:1][C:2]1[C:7]([OH:8])=[CH:6][CH:5]=[C:4]([F:9])[C:3]=1[C:10]([NH2:12])=[O:11].[Br:13][C:14]1[CH:15]=[CH:16][C:17]2[S:21][C:20]([CH2:22]Br)=[N:19][C:18]=2[CH:24]=1. No catalyst specified. The product is [Br:13][C:14]1[CH:15]=[CH:16][C:17]2[S:21][C:20]([CH2:22][O:8][C:7]3[C:2]([F:1])=[C:3]([C:10]([NH2:12])=[O:11])[C:4]([F:9])=[CH:5][CH:6]=3)=[N:19][C:18]=2[CH:24]=1. The yield is 0.810. (5) The reactants are Br[C:2]1[CH:23]=[CH:22][C:5]2[C:6]3[N:7]([CH:11]=[C:12]([C:14]4[N:18]([CH:19]([CH3:21])[CH3:20])[N:17]=[CH:16][N:15]=4)[N:13]=3)[CH2:8][CH2:9][O:10][C:4]=2[CH:3]=1.[Si:24]([O:31][C:32]([CH3:45])([CH3:44])[CH2:33][N:34]1[CH:38]=[C:37]([Sn](C)(C)C)[N:36]=[C:35]1[CH3:43])([C:27]([CH3:30])([CH3:29])[CH3:28])([CH3:26])[CH3:25]. The catalyst is O1CCOCC1.C1C=CC([P]([Pd]([P](C2C=CC=CC=2)(C2C=CC=CC=2)C2C=CC=CC=2)([P](C2C=CC=CC=2)(C2C=CC=CC=2)C2C=CC=CC=2)[P](C2C=CC=CC=2)(C2C=CC=CC=2)C2C=CC=CC=2)(C2C=CC=CC=2)C2C=CC=CC=2)=CC=1. The product is [Si:24]([O:31][C:32]([CH3:45])([CH3:44])[CH2:33][N:34]1[CH:38]=[C:37]([C:2]2[CH:23]=[CH:22][C:5]3[C:6]4[N:7]([CH:11]=[C:12]([C:14]5[N:18]([CH:19]([CH3:21])[CH3:20])[N:17]=[CH:16][N:15]=5)[N:13]=4)[CH2:8][CH2:9][O:10][C:4]=3[CH:3]=2)[N:36]=[C:35]1[CH3:43])([C:27]([CH3:30])([CH3:29])[CH3:28])([CH3:26])[CH3:25]. The yield is 0.460.